From a dataset of Reaction yield outcomes from USPTO patents with 853,638 reactions. Predict the reaction yield, written as a fraction of the theoretical maximum amount of product (1.0 means a 100% yield; for example, 0.34 means a 34% yield). (1) The reactants are C(OC([N:8]1[CH2:13][CH2:12][CH:11]([CH2:14][NH:15][C:16]([C:18]2[C:26]3[N:25]=[C:24]([CH:27]([CH3:29])[CH3:28])[NH:23][C:22]=3[CH:21]=[CH:20][CH:19]=2)=[O:17])[CH2:10][CH2:9]1)=O)(C)(C)C.FC(F)(F)C(O)=O. The catalyst is ClCCl. The product is [NH:8]1[CH2:13][CH2:12][CH:11]([CH2:14][NH:15][C:16]([C:18]2[C:26]3[N:25]=[C:24]([CH:27]([CH3:29])[CH3:28])[NH:23][C:22]=3[CH:21]=[CH:20][CH:19]=2)=[O:17])[CH2:10][CH2:9]1. The yield is 0.890. (2) The reactants are O([C:8]1[C:17]2[C:12](=[CH:13][CH:14]=[C:15]([CH:18]=[CH:19][CH2:20][O:21][C:22](=[O:24])[CH3:23])[CH:16]=2)[N:11]=[CH:10][N:9]=1)C1C=CC=CC=1.[NH2:25][C:26]1[CH:27]=[C:28]2[C:32](=[CH:33][CH:34]=1)[N:31]([S:35]([C:38]1[CH:43]=[CH:42][CH:41]=[CH:40][CH:39]=1)(=[O:37])=[O:36])[CH:30]=[CH:29]2. The catalyst is C1(O)C=CC=CC=1. The product is [C:38]1([S:35]([N:31]2[C:32]3[C:28](=[CH:27][C:26]([NH:25][C:8]4[C:17]5[C:12](=[CH:13][CH:14]=[C:15]([CH:18]=[CH:19][CH2:20][O:21][C:22](=[O:24])[CH3:23])[CH:16]=5)[N:11]=[CH:10][N:9]=4)=[CH:34][CH:33]=3)[CH:29]=[CH:30]2)(=[O:36])=[O:37])[CH:39]=[CH:40][CH:41]=[CH:42][CH:43]=1. The yield is 0.430. (3) The reactants are Cl[C:2]1[CH:3]=[C:4]([CH:25]=[C:26]([CH3:28])[N:27]=1)[C:5]([NH:7][C:8]1[S:9][C:10]2[C:16]([N:17]3[CH2:22][CH2:21][O:20][CH2:19][CH2:18]3)=[CH:15][CH:14]=[C:13]([O:23][CH3:24])[C:11]=2[N:12]=1)=[O:6].[I-:29].[Na+].I. The catalyst is CC(CC)=O.O1CCOCC1. The product is [I:29][C:2]1[CH:3]=[C:4]([CH:25]=[C:26]([CH3:28])[N:27]=1)[C:5]([NH:7][C:8]1[S:9][C:10]2[C:16]([N:17]3[CH2:22][CH2:21][O:20][CH2:19][CH2:18]3)=[CH:15][CH:14]=[C:13]([O:23][CH3:24])[C:11]=2[N:12]=1)=[O:6]. The yield is 0.0700. (4) The reactants are [S:1]1[C:10]2[C:9]3[CH:11]=[CH:12][CH:13]=[CH:14][C:8]=3[O:7][CH2:6][CH2:5][C:4]=2[N:3]=[C:2]1[C:15]([OH:17])=O.CN(C=O)C.C(Cl)(=O)C(Cl)=O.[Cl:29][C:30]1[CH:37]=[CH:36][CH:35]=[CH:34][C:31]=1[NH:32][CH3:33]. The catalyst is C(Cl)Cl. The product is [Cl:29][C:30]1[CH:37]=[CH:36][CH:35]=[CH:34][C:31]=1[N:32]([CH3:33])[C:15]([C:2]1[S:1][C:10]2[C:9]3[CH:11]=[CH:12][CH:13]=[CH:14][C:8]=3[O:7][CH2:6][CH2:5][C:4]=2[N:3]=1)=[O:17]. The yield is 0.300. (5) The reactants are O=[C:2]1[NH:7][CH:6]=[N:5][CH:4]=[C:3]1[CH2:8][C:9]([O:11][CH2:12][CH3:13])=[O:10].O=P(Cl)(Cl)[Cl:16]. The catalyst is O. The product is [Cl:16][C:2]1[C:3]([CH2:8][C:9]([O:11][CH2:12][CH3:13])=[O:10])=[CH:4][N:5]=[CH:6][N:7]=1. The yield is 0.930. (6) The reactants are [NH2:1][C:2]1[CH:11]=[CH:10][C:9]([Br:12])=[CH:8][C:3]=1[C:4]([O:6][CH3:7])=[O:5].C(=O)([O-])[O-].[Cs+].[Cs+].[Cl:19][C:20]1[CH:25]=[CH:24][C:23]([C:26]2[CH:31]=[C:30]([O:32][CH3:33])[C:29](I)=[CH:28][C:27]=2[F:35])=[CH:22][C:21]=1[CH3:36].COC1CCCC1. The catalyst is CC(O)C.C1C=CC(/C=C/C(/C=C/C2C=CC=CC=2)=O)=CC=1.C1C=CC(/C=C/C(/C=C/C2C=CC=CC=2)=O)=CC=1.C1C=CC(/C=C/C(/C=C/C2C=CC=CC=2)=O)=CC=1.[Pd].[Pd].CC1(C)C2C(=C(P(C3C=CC=CC=3)C3C=CC=CC=3)C=CC=2)OC2C(P(C3C=CC=CC=3)C3C=CC=CC=3)=CC=CC1=2. The product is [Br:12][C:9]1[CH:10]=[CH:11][C:2]([NH:1][C:29]2[C:30]([O:32][CH3:33])=[CH:31][C:26]([C:23]3[CH:24]=[CH:25][C:20]([Cl:19])=[C:21]([CH3:36])[CH:22]=3)=[C:27]([F:35])[CH:28]=2)=[C:3]([CH:8]=1)[C:4]([O:6][CH3:7])=[O:5]. The yield is 0.950.